From a dataset of NCI-60 drug combinations with 297,098 pairs across 59 cell lines. Regression. Given two drug SMILES strings and cell line genomic features, predict the synergy score measuring deviation from expected non-interaction effect. (1) Drug 1: CC1=C(C=C(C=C1)NC2=NC=CC(=N2)N(C)C3=CC4=NN(C(=C4C=C3)C)C)S(=O)(=O)N.Cl. Drug 2: C1=CN(C=N1)CC(O)(P(=O)(O)O)P(=O)(O)O. Cell line: SW-620. Synergy scores: CSS=-9.78, Synergy_ZIP=4.41, Synergy_Bliss=-2.94, Synergy_Loewe=-11.9, Synergy_HSA=-12.8. (2) Drug 1: C1CN(P(=O)(OC1)NCCCl)CCCl. Drug 2: CCC1(C2=C(COC1=O)C(=O)N3CC4=CC5=C(C=CC(=C5CN(C)C)O)N=C4C3=C2)O.Cl. Cell line: LOX IMVI. Synergy scores: CSS=32.3, Synergy_ZIP=-0.315, Synergy_Bliss=-2.52, Synergy_Loewe=-44.4, Synergy_HSA=-4.58. (3) Drug 2: CC1CC(C(C(C=C(C(C(C=CC=C(C(=O)NC2=CC(=O)C(=C(C1)C2=O)OC)C)OC)OC(=O)N)C)C)O)OC. Synergy scores: CSS=29.6, Synergy_ZIP=11.3, Synergy_Bliss=7.56, Synergy_Loewe=-32.2, Synergy_HSA=1.81. Cell line: OVCAR3. Drug 1: C1CNP(=O)(OC1)N(CCCl)CCCl. (4) Drug 1: CC1=C(C(CCC1)(C)C)C=CC(=CC=CC(=CC(=O)O)C)C. Drug 2: CCN(CC)CCNC(=O)C1=C(NC(=C1C)C=C2C3=C(C=CC(=C3)F)NC2=O)C. Cell line: SNB-19. Synergy scores: CSS=-10.5, Synergy_ZIP=4.00, Synergy_Bliss=1.40, Synergy_Loewe=-7.72, Synergy_HSA=-8.91. (5) Drug 1: C1=CC(=CC=C1CCCC(=O)O)N(CCCl)CCCl. Drug 2: CC12CCC3C(C1CCC2OP(=O)(O)O)CCC4=C3C=CC(=C4)OC(=O)N(CCCl)CCCl.[Na+]. Cell line: UACC-257. Synergy scores: CSS=-3.94, Synergy_ZIP=-7.12, Synergy_Bliss=-13.9, Synergy_Loewe=-26.8, Synergy_HSA=-12.6. (6) Drug 1: CN(CCCl)CCCl.Cl. Drug 2: CC12CCC3C(C1CCC2OP(=O)(O)O)CCC4=C3C=CC(=C4)OC(=O)N(CCCl)CCCl.[Na+]. Cell line: MDA-MB-231. Synergy scores: CSS=-2.25, Synergy_ZIP=-5.47, Synergy_Bliss=-12.0, Synergy_Loewe=-10.9, Synergy_HSA=-10.5. (7) Drug 1: CC1C(C(CC(O1)OC2CC(CC3=C2C(=C4C(=C3O)C(=O)C5=C(C4=O)C(=CC=C5)OC)O)(C(=O)C)O)N)O.Cl. Drug 2: CC(C1=C(C=CC(=C1Cl)F)Cl)OC2=C(N=CC(=C2)C3=CN(N=C3)C4CCNCC4)N. Cell line: MCF7. Synergy scores: CSS=3.61, Synergy_ZIP=-9.70, Synergy_Bliss=-5.29, Synergy_Loewe=-15.3, Synergy_HSA=-5.69. (8) Drug 1: C1=NC2=C(N=C(N=C2N1C3C(C(C(O3)CO)O)O)F)N. Drug 2: CC12CCC3C(C1CCC2O)C(CC4=C3C=CC(=C4)O)CCCCCCCCCS(=O)CCCC(C(F)(F)F)(F)F. Cell line: U251. Synergy scores: CSS=-3.20, Synergy_ZIP=2.10, Synergy_Bliss=1.28, Synergy_Loewe=-4.22, Synergy_HSA=-4.34.